From a dataset of Full USPTO retrosynthesis dataset with 1.9M reactions from patents (1976-2016). Predict the reactants needed to synthesize the given product. (1) Given the product [CH2:1]([C:3]1[C:8]([CH2:9][CH:10]=[O:11])=[CH:7][CH:6]=[CH:5][C:4]=1[C:13]1[S:17][C:16]([C:18]2[CH:19]=[CH:20][C:21]([O:26][CH:27]([CH3:28])[CH3:29])=[C:22]([CH:25]=2)[C:23]#[N:24])=[N:15][CH:14]=1)[CH3:2], predict the reactants needed to synthesize it. The reactants are: [CH2:1]([C:3]1[C:8](/[CH:9]=[CH:10]/[O:11]C)=[CH:7][CH:6]=[CH:5][C:4]=1[C:13]1[S:17][C:16]([C:18]2[CH:19]=[CH:20][C:21]([O:26][CH:27]([CH3:29])[CH3:28])=[C:22]([CH:25]=2)[C:23]#[N:24])=[N:15][CH:14]=1)[CH3:2].Cl. (2) Given the product [Br:1][C:2]1[CH:3]=[C:4]2[C:14](=[CH:15][CH:16]=1)[O:13][C:7]1[CH:8]=[N:9][C:10]([Cl:12])=[CH:11][C:6]=1[C:5]2([NH:20][S:21]([C:23]([CH3:26])([CH3:25])[CH3:24])=[O:22])[CH2:17][CH2:18][O:19][CH2:33][C:34]#[N:35], predict the reactants needed to synthesize it. The reactants are: [Br:1][C:2]1[CH:3]=[C:4]2[C:14](=[CH:15][CH:16]=1)[O:13][C:7]1[CH:8]=[N:9][C:10]([Cl:12])=[CH:11][C:6]=1[C:5]2([NH:20][S:21]([C:23]([CH3:26])([CH3:25])[CH3:24])=[O:22])[CH2:17][CH2:18][OH:19].C1COCC1.Br[CH2:33][C:34]#[N:35].[OH-].[Na+]. (3) Given the product [CH2:14]([C:12]1[C:40]([C:42]([F:45])([F:44])[F:43])=[CH:10][C:9]2[NH:21][C:22](=[O:38])[CH2:23][C:24]([C:25]3[CH:30]=[CH:29][CH:28]=[C:27]([C:31]4[CH:32]=[N:33][CH:34]=[CH:35][CH:36]=4)[CH:26]=3)=[N:7][C:8]=2[CH:13]=1)[CH2:15][CH3:16], predict the reactants needed to synthesize it. The reactants are: C(OC(=O)[NH:7][C:8]1[CH:13]=[C:12]([CH2:14][CH2:15][CH3:16])C(C(F)(F)F)=[CH:10][C:9]=1[NH:21][C:22](=[O:38])[CH2:23][C:24](=O)[C:25]1[CH:30]=[CH:29][CH:28]=[C:27]([C:31]2[CH:32]=[N:33][CH:34]=[CH:35][CH:36]=2)[CH:26]=1)(C)(C)C.[C:40](O)([C:42]([F:45])([F:44])[F:43])=O. (4) The reactants are: [NH2:1][CH2:2][C:3]1[CH:18]=[CH:17][C:6]([C:7]([NH:9][CH:10]2[CH2:16][CH2:15][CH2:14][CH2:13][CH2:12][CH2:11]2)=[O:8])=[C:5]([Cl:19])[CH:4]=1.C(OC(NCC1C=CC(C(NC2CCCCCC2)=O)=C(Cl)C=1)=O)(C)(C)C.FC(F)(F)C(O)=O. Given the product [Cl:19][C:5]1[CH:4]=[C:3]([C:2]#[N:1])[CH:18]=[CH:17][C:6]=1[C:7]([NH:9][CH:10]1[CH2:16][CH2:15][CH2:14][CH2:13][CH2:12][CH2:11]1)=[O:8], predict the reactants needed to synthesize it. (5) Given the product [F:12][C:13]1[CH:14]=[N:15][CH:16]=[C:17]([C:21]=1[CH3:22])[C:18]([NH:1][C:2]1[CH:3]=[CH:4][C:5]([C:8](=[O:11])[CH2:9][CH3:10])=[CH:6][N:7]=1)=[O:19], predict the reactants needed to synthesize it. The reactants are: [NH2:1][C:2]1[N:7]=[CH:6][C:5]([C:8](=[O:11])[CH2:9][CH3:10])=[CH:4][CH:3]=1.[F:12][C:13]1[CH:14]=[N:15][CH:16]=[C:17]([C:21]=1[CH3:22])[C:18](O)=[O:19].C(Cl)CCl. (6) Given the product [Br:23][C:4]1[CH:3]=[C:2]([NH:1][CH2:30][C:28]2[S:29][C:25]([Cl:24])=[CH:26][CH:27]=2)[CH:7]=[C:6]([C:8]([F:10])([F:11])[F:9])[C:5]=1[NH:12][C:13](=[O:22])[CH2:14][CH2:15][CH:16]1[CH2:21][CH2:20][CH2:19][CH2:18][CH2:17]1, predict the reactants needed to synthesize it. The reactants are: [NH2:1][C:2]1[CH:7]=[C:6]([C:8]([F:11])([F:10])[F:9])[C:5]([NH:12][C:13](=[O:22])[CH2:14][CH2:15][CH:16]2[CH2:21][CH2:20][CH2:19][CH2:18][CH2:17]2)=[C:4]([Br:23])[CH:3]=1.[Cl:24][C:25]1[S:29][C:28]([CH:30]=O)=[CH:27][CH:26]=1.C([BH3-])#N.[Na+].C(=O)(O)[O-].[Na+]. (7) Given the product [C:44]([OH:46])(=[O:45])[CH:43]=[CH2:42].[NH2:10][C:11]([O:27][CH2:26][CH3:21])=[O:12], predict the reactants needed to synthesize it. The reactants are: CC1(C)CC(C[N:10]=[C:11]=[O:12])(C)CC(N=C=O)C1.CC([C:21]1[C:26]([OH:27])=CC(C(C)(C)C)=C(O)C=1)(C)C.CCCCCCCCC[CH2:42][CH2:43][C:44]([O:46][Sn]([O:46][C:44]([CH2:43][CH2:42]CCCCCCCCC)=[O:45])(CCCC)CCCC)=[O:45].[P].[OH-].[K+].CC1C(=O)NC(=O)N(/C=C/C=O)C=1. (8) Given the product [CH2:38]([O:17][C:16](=[O:18])[C:15]1[CH:19]=[CH:20][CH:21]=[C:13]([CH2:12][CH:11]([NH:10][C:8](=[O:9])[CH2:7][CH2:6][NH:5][S:2]([CH3:1])(=[O:4])=[O:3])[B:24]2[O:32][CH:31]3[C:26]([CH3:36])([CH:27]4[CH2:33][CH:29]([CH2:30]3)[C:28]4([CH3:35])[CH3:34])[O:25]2)[C:14]=1[O:22][CH3:23])[CH2:39][CH2:40][CH3:41], predict the reactants needed to synthesize it. The reactants are: [CH3:1][S:2]([NH:5][CH2:6][CH2:7][C:8]([NH:10][CH:11]([B:24]1[O:32][CH:31]2[C:26]([CH3:36])([CH:27]3[CH2:33][CH:29]([CH2:30]2)[C:28]3([CH3:35])[CH3:34])[O:25]1)[CH2:12][C:13]1[C:14]([O:22][CH3:23])=[C:15]([CH:19]=[CH:20][CH:21]=1)[C:16]([OH:18])=[O:17])=[O:9])(=[O:4])=[O:3].I[CH2:38][CH2:39][CH2:40][CH3:41]. (9) Given the product [I:41][CH2:2][O:3][C:4]([O:6][CH:7]([CH2:24][O:25][C:26](=[O:39])[C@H:27]([CH:36]([CH3:38])[CH3:37])[NH:28][C:29]([O:31][C:32]([CH3:35])([CH3:34])[CH3:33])=[O:30])[CH2:8][O:9][C:10](=[O:23])[C@H:11]([CH:20]([CH3:22])[CH3:21])[NH:12][C:13]([O:15][C:16]([CH3:19])([CH3:18])[CH3:17])=[O:14])=[O:5], predict the reactants needed to synthesize it. The reactants are: Cl[CH2:2][O:3][C:4]([O:6][CH:7]([CH2:24][O:25][C:26](=[O:39])[C@H:27]([CH:36]([CH3:38])[CH3:37])[NH:28][C:29]([O:31][C:32]([CH3:35])([CH3:34])[CH3:33])=[O:30])[CH2:8][O:9][C:10](=[O:23])[C@H:11]([CH:20]([CH3:22])[CH3:21])[NH:12][C:13]([O:15][C:16]([CH3:19])([CH3:18])[CH3:17])=[O:14])=[O:5].[Na+].[I-:41].